Dataset: Catalyst prediction with 721,799 reactions and 888 catalyst types from USPTO. Task: Predict which catalyst facilitates the given reaction. (1) Reactant: [F:1][C:2]([F:11])([F:10])[C:3]1[O:7][C:6]([CH:8]=[O:9])=[CH:5][CH:4]=1.[CH3:12][Mg+].[Br-].[NH4+].[Cl-]. Product: [F:11][C:2]([F:10])([F:1])[C:3]1[O:7][C:6]([CH:8]([OH:9])[CH3:12])=[CH:5][CH:4]=1. The catalyst class is: 1. (2) Reactant: C([N:4]1[C:27]2[C:22](=[CH:23][C:24]([Cl:28])=[CH:25][CH:26]=2)[C:6]2([CH2:11][CH2:10][N:9]([CH2:12]/[CH:13]=[CH:14]/[C:15]3[CH:20]=[CH:19][C:18]([Cl:21])=[CH:17][CH:16]=3)[CH2:8][CH2:7]2)[CH2:5]1)(=O)C.[OH-].[Na+].C(N(CC)CC)C. Product: [Cl:28][C:24]1[CH:23]=[C:22]2[C:6]3([CH2:11][CH2:10][N:9]([CH2:12]/[CH:13]=[CH:14]/[C:15]4[CH:16]=[CH:17][C:18]([Cl:21])=[CH:19][CH:20]=4)[CH2:8][CH2:7]3)[CH2:5][NH:4][C:27]2=[CH:26][CH:25]=1. The catalyst class is: 33. (3) Reactant: C([O:3][C:4](=[O:34])[C:5]([O:9][C:10]1[CH:15]=[CH:14][C:13]([CH2:16][CH2:17][CH2:18][N:19]2[C:24](=[O:25])[C:23]3[N:26]([CH3:32])[N:27]=[C:28]([CH2:29][CH2:30][CH3:31])[C:22]=3[N:21]=[C:20]2[CH3:33])=[CH:12][CH:11]=1)([CH3:8])[CH2:6][CH3:7])C.O.[OH-].[Li+]. Product: [CH3:32][N:26]1[C:23]2[C:24](=[O:25])[N:19]([CH2:18][CH2:17][CH2:16][C:13]3[CH:14]=[CH:15][C:10]([O:9][C:5]([CH3:8])([CH2:6][CH3:7])[C:4]([OH:34])=[O:3])=[CH:11][CH:12]=3)[C:20]([CH3:33])=[N:21][C:22]=2[C:28]([CH2:29][CH2:30][CH3:31])=[N:27]1. The catalyst class is: 24.